Task: Predict the reactants needed to synthesize the given product.. Dataset: Full USPTO retrosynthesis dataset with 1.9M reactions from patents (1976-2016) (1) Given the product [N:42]1[CH:47]=[CH:46][CH:45]=[CH:44][C:43]=1[NH:48][NH:49][C:30]([C:28]1[CH:27]=[CH:26][C:12]2[N:13]([CH2:14][C:15]3[CH:20]=[CH:19][C:18]([O:21][C:22]([F:24])([F:23])[F:25])=[CH:17][CH:16]=3)[C:9]([CH2:8][O:1][C:2]3[CH:3]=[CH:4][CH:5]=[CH:6][CH:7]=3)=[N:10][C:11]=2[CH:29]=1)=[O:31], predict the reactants needed to synthesize it. The reactants are: [O:1]([CH2:8][C:9]1[N:13]([CH2:14][C:15]2[CH:20]=[CH:19][C:18]([O:21][C:22]([F:25])([F:24])[F:23])=[CH:17][CH:16]=2)[C:12]2[CH:26]=[CH:27][C:28]([C:30](O)=[O:31])=[CH:29][C:11]=2[N:10]=1)[C:2]1[CH:7]=[CH:6][CH:5]=[CH:4][CH:3]=1.CC(C)N=C=NC(C)C.[N:42]1[CH:47]=[CH:46][CH:45]=[CH:44][C:43]=1[NH:48][NH2:49]. (2) Given the product [Br:15][C:16]1[CH:17]=[C:18]([CH:19]=[CH:20][CH:21]=1)[CH2:22][N:1]1[CH2:6][CH2:5][S:4](=[O:8])(=[O:7])[CH2:3][CH2:2]1, predict the reactants needed to synthesize it. The reactants are: [NH:1]1[CH2:6][CH2:5][S:4](=[O:8])(=[O:7])[CH2:3][CH2:2]1.C(=O)([O-])[O-].[K+].[K+].[Br:15][C:16]1[CH:21]=[CH:20][CH:19]=[C:18]([CH2:22]Cl)[CH:17]=1. (3) The reactants are: [F:1][C:2]1[CH:7]=[C:6]([N+:8]([O-:10])=[O:9])[C:5](F)=[CH:4][C:3]=1[CH3:12].C(N(C(C)C)CC)(C)C.[CH2:22]([O:24][C@H:25]1[CH2:30][CH2:29][C@H:28]([N:31]2[CH2:36][CH2:35][CH:34]([NH2:37])[CH2:33][CH2:32]2)[CH2:27][CH2:26]1)[CH3:23]. Given the product [CH2:22]([O:24][C@H:25]1[CH2:26][CH2:27][C@H:28]([N:31]2[CH2:32][CH2:33][CH:34]([NH:37][C:5]3[CH:4]=[C:3]([CH3:12])[C:2]([F:1])=[CH:7][C:6]=3[N+:8]([O-:10])=[O:9])[CH2:35][CH2:36]2)[CH2:29][CH2:30]1)[CH3:23], predict the reactants needed to synthesize it. (4) Given the product [Br:9][C:10]1[CH:11]=[C:12]([CH3:32])[C:13]([N:16]2[CH2:17][CH2:18][N:19]([C:22]([C:24]3[C:29]([CH3:30])=[CH:28][C:27]([N:3]4[CH2:4][CH2:5][O:1][C:2]4=[O:6])=[N:26][CH:25]=3)=[O:23])[CH2:20][CH2:21]2)=[N:14][CH:15]=1, predict the reactants needed to synthesize it. The reactants are: [O:1]1[CH2:5][CH2:4][NH:3][C:2]1=[O:6].[H-].[Na+].[Br:9][C:10]1[CH:11]=[C:12]([CH3:32])[C:13]([N:16]2[CH2:21][CH2:20][N:19]([C:22]([C:24]3[CH:25]=[N:26][C:27](F)=[CH:28][C:29]=3[CH3:30])=[O:23])[CH2:18][CH2:17]2)=[N:14][CH:15]=1.O. (5) Given the product [CH2:19]([O:1][CH2:2][C:3](=[CH2:8])[C:4]([O:6][CH3:7])=[O:5])[CH:18]=[CH2:17].[OH:1][CH2:2][C:3](=[CH2:8])[C:4]([O:6][CH2:7][CH:10]=[CH2:11])=[O:5].[OH:1][CH2:2][C:3](=[CH2:8])[C:4]([O:6][CH3:7])=[O:5], predict the reactants needed to synthesize it. The reactants are: [OH:1][CH2:2][C:3](=[CH2:8])[C:4]([O:6][CH3:7])=[O:5].N12CCN(CC1)[CH2:11][CH2:10]2.[CH2:17](O)[CH:18]=[CH2:19]. (6) Given the product [CH2:1]([N:4]1[C:12]2[C:7](=[CH:8][C:9]([OH:14])=[CH:10][C:11]=2[CH3:13])[C:6]([CH:16]2[CH2:17][CH2:18][N:19]([CH3:22])[CH2:20][CH2:21]2)=[CH:5]1)[CH2:2][CH3:3], predict the reactants needed to synthesize it. The reactants are: [CH2:1]([N:4]1[C:12]2[C:7](=[CH:8][C:9]([O:14]C)=[CH:10][C:11]=2[CH3:13])[C:6]([CH:16]2[CH2:21][CH2:20][N:19]([CH3:22])[CH2:18][CH2:17]2)=[CH:5]1)[CH2:2][CH3:3].Cl.N1C=CC=CC=1. (7) Given the product [Br:13][C:8]1[CH:9]=[CH:10][CH:11]=[CH:12][C:7]=1[C:4]1[CH:3]=[C:2]([NH:1][C:23]([NH2:22])=[S:24])[NH:6][N:5]=1, predict the reactants needed to synthesize it. The reactants are: [NH2:1][C:2]1[NH:6][N:5]=[C:4]([C:7]2[CH:12]=[CH:11][CH:10]=[CH:9][C:8]=2[Br:13])[CH:3]=1.C([N:22]=[C:23]=[S:24])(=O)C1C=CC=CC=1.[OH-].[Na+].[NH4+].[Cl-]. (8) Given the product [CH3:19][C:10]1[N:9]=[C:1]([C:2]2[CH:7]=[CH:6][CH:5]=[CH:4][CH:3]=2)[O:18][C:11]=1[CH2:12][C:13]([O:15][CH2:16][CH3:17])=[O:14], predict the reactants needed to synthesize it. The reactants are: [C:1]([NH:9][CH:10]([CH3:19])[C:11](=[O:18])[CH2:12][C:13]([O:15][CH2:16][CH3:17])=[O:14])(=O)[C:2]1[CH:7]=[CH:6][CH:5]=[CH:4][CH:3]=1.O=P(Cl)(Cl)Cl.C([O-])(O)=O.[Na+].